Dataset: Peptide-MHC class I binding affinity with 185,985 pairs from IEDB/IMGT. Task: Regression. Given a peptide amino acid sequence and an MHC pseudo amino acid sequence, predict their binding affinity value. This is MHC class I binding data. (1) The peptide sequence is SFSLESDSIK. The MHC is H-2-Kb with pseudo-sequence H-2-Kb. The binding affinity (normalized) is 0.00735. (2) The MHC is HLA-B27:05 with pseudo-sequence HLA-B27:05. The peptide sequence is SPAIFQCSM. The binding affinity (normalized) is 0. (3) The peptide sequence is CETCVYNMM. The MHC is HLA-B40:01 with pseudo-sequence HLA-B40:01. The binding affinity (normalized) is 0.635. (4) The peptide sequence is QAGFFLLTR. The MHC is Patr-A0401 with pseudo-sequence Patr-A0401. The binding affinity (normalized) is 0.455.